From a dataset of NCI-60 drug combinations with 297,098 pairs across 59 cell lines. Regression. Given two drug SMILES strings and cell line genomic features, predict the synergy score measuring deviation from expected non-interaction effect. (1) Drug 1: CC1=C(C=C(C=C1)C(=O)NC2=CC(=CC(=C2)C(F)(F)F)N3C=C(N=C3)C)NC4=NC=CC(=N4)C5=CN=CC=C5. Drug 2: CC1=C(N=C(N=C1N)C(CC(=O)N)NCC(C(=O)N)N)C(=O)NC(C(C2=CN=CN2)OC3C(C(C(C(O3)CO)O)O)OC4C(C(C(C(O4)CO)O)OC(=O)N)O)C(=O)NC(C)C(C(C)C(=O)NC(C(C)O)C(=O)NCCC5=NC(=CS5)C6=NC(=CS6)C(=O)NCCC[S+](C)C)O. Cell line: SW-620. Synergy scores: CSS=11.4, Synergy_ZIP=-1.48, Synergy_Bliss=-0.771, Synergy_Loewe=-11.3, Synergy_HSA=-2.44. (2) Drug 1: C1CCN(CC1)CCOC2=CC=C(C=C2)C(=O)C3=C(SC4=C3C=CC(=C4)O)C5=CC=C(C=C5)O. Drug 2: CS(=O)(=O)C1=CC(=C(C=C1)C(=O)NC2=CC(=C(C=C2)Cl)C3=CC=CC=N3)Cl. Cell line: HS 578T. Synergy scores: CSS=-9.90, Synergy_ZIP=7.33, Synergy_Bliss=6.20, Synergy_Loewe=-7.26, Synergy_HSA=-5.23. (3) Drug 1: CC(C1=C(C=CC(=C1Cl)F)Cl)OC2=C(N=CC(=C2)C3=CN(N=C3)C4CCNCC4)N. Drug 2: CNC(=O)C1=CC=CC=C1SC2=CC3=C(C=C2)C(=NN3)C=CC4=CC=CC=N4. Cell line: M14. Synergy scores: CSS=-1.65, Synergy_ZIP=5.36, Synergy_Bliss=7.72, Synergy_Loewe=5.28, Synergy_HSA=2.47.